Dataset: Reaction yield outcomes from USPTO patents with 853,638 reactions. Task: Predict the reaction yield, written as a fraction of the theoretical maximum amount of product (1.0 means a 100% yield; for example, 0.34 means a 34% yield). (1) The reactants are [CH:1]1([C:4]2[N:8]([CH3:9])[C:7]3[C:10]([C:21](O)=[O:22])=[CH:11][C:12]([C:14]4[C:15]([CH3:20])=[N:16][O:17][C:18]=4[CH3:19])=[CH:13][C:6]=3[N:5]=2)[CH2:3][CH2:2]1.CN([C:27]([O:31][N:32]1N=NC2C=CC=N[C:33]1=2)=[N+](C)C)C.F[P-](F)(F)(F)(F)F.Cl.CCN(C(C)C)C(C)C. The catalyst is CN(C=O)C.CCOC(C)=O. The product is [CH:1]1([C:4]2[N:8]([CH3:9])[C:7]3[C:10]([C:21]([N:32]([O:31][CH3:27])[CH3:33])=[O:22])=[CH:11][C:12]([C:14]4[C:15]([CH3:20])=[N:16][O:17][C:18]=4[CH3:19])=[CH:13][C:6]=3[N:5]=2)[CH2:2][CH2:3]1. The yield is 0.730. (2) The reactants are [Cl:1]C1C=CC(C([C@@:8]2([OH:33])[C@@H:12]([CH2:13][O:14]C(=O)C3C=CC(Cl)=CC=3)[O:11][C@@H:10]([N:24]3[CH:31]=[C:30]([CH3:32])[C:28]([NH2:29])=[N:27][C:25]3=[O:26])[CH2:9]2)=O)=CC=1.[OH-].[Na+].Cl. The catalyst is CO. The product is [ClH:1].[CH3:32][C:30]1[C:28]([NH2:29])=[N:27][C:25](=[O:26])[N:24]([CH:31]=1)[C@@H:10]1[O:11][C@H:12]([CH2:13][OH:14])[C@@H:8]([OH:33])[CH2:9]1. The yield is 0.970. (3) The reactants are O=[C:2]([CH2:14][CH2:15][CH:16]=[CH2:17])[CH2:3][CH2:4][CH2:5][NH:6][C:7](=[O:13])[O:8][C:9]([CH3:12])([CH3:11])[CH3:10].[C:18]([O-:21])(=O)[CH3:19].[NH4+:22].[C:23]([N+:27]#[C-])([CH3:26])([CH3:25])[CH3:24].Cl.FC(F)(F)[CH2:32][OH:33]. The catalyst is C(OCC)(=O)C. The product is [C:18]([NH:22][C:2]([C:32](=[O:33])[NH:27][C:23]([CH3:26])([CH3:25])[CH3:24])([CH2:14][CH2:15][CH:16]=[CH2:17])[CH2:3][CH2:4][CH2:5][NH:6][C:7](=[O:13])[O:8][C:9]([CH3:12])([CH3:11])[CH3:10])(=[O:21])[CH3:19]. The yield is 0.660. (4) The reactants are [NH2:1][C:2]1[CH:7]=[CH:6][C:5]([OH:8])=[C:4]([C:9]2[N:13]([CH3:14])[N:12]=[CH:11][C:10]=2[Cl:15])[CH:3]=1.[F:16][C:17]1[CH:25]=[C:24]([O:26][CH3:27])[CH:23]=[CH:22][C:18]=1[C:19](O)=[O:20].CCN(C(C)C)C(C)C.CN(C(ON1N=NC2C=CC=NC1=2)=[N+](C)C)C.F[P-](F)(F)(F)(F)F. The catalyst is C(Cl)Cl.CN(C=O)C. The product is [Cl:15][C:10]1[CH:11]=[N:12][N:13]([CH3:14])[C:9]=1[C:4]1[CH:3]=[C:2]([NH:1][C:19](=[O:20])[C:18]2[CH:22]=[CH:23][C:24]([O:26][CH3:27])=[CH:25][C:17]=2[F:16])[CH:7]=[CH:6][C:5]=1[OH:8]. The yield is 0.771. (5) The reactants are [O:1]1CCCC1.B.[O:7]1[C:12]2([CH2:17][CH2:16][N:15]([C:18]([O:20][C:21]([CH3:24])([CH3:23])[CH3:22])=[O:19])[CH2:14][CH2:13]2)[CH2:11][CH:10]=[CH:9][CH2:8]1.[OH-].[Na+].OO. The catalyst is O1CCCC1.C(OCC)C.O. The product is [OH:1][CH:9]1[CH2:10][CH2:11][C:12]2([CH2:13][CH2:14][N:15]([C:18]([O:20][C:21]([CH3:24])([CH3:23])[CH3:22])=[O:19])[CH2:16][CH2:17]2)[O:7][CH2:8]1. The yield is 0.240. (6) The reactants are CS([C:4]1[N:9]=[C:8]([C:10]2[C:11]([C:19]3[CH:24]=[CH:23][CH:22]=[C:21]([N+:25]([O-:27])=[O:26])[CH:20]=3)=[N:12][N:13]3[CH:18]=[CH:17][CH:16]=[CH:15][C:14]=23)[CH:7]=[CH:6][N:5]=1)=O.CCOC(C)=O.Cl.[NH2:35][C:36]1[CH:41]=[CH:40][CH:39]=[CH:38][CH:37]=1. No catalyst specified. The product is [N+:25]([C:21]1[CH:20]=[C:19]([C:11]2[C:10]([C:8]3[CH:7]=[CH:6][N:5]=[C:4]([NH:35][C:36]4[CH:41]=[CH:40][CH:39]=[CH:38][CH:37]=4)[N:9]=3)=[C:14]3[CH:15]=[CH:16][CH:17]=[CH:18][N:13]3[N:12]=2)[CH:24]=[CH:23][CH:22]=1)([O-:27])=[O:26]. The yield is 0.520.